From a dataset of Retrosynthesis with 50K atom-mapped reactions and 10 reaction types from USPTO. Predict the reactants needed to synthesize the given product. (1) Given the product COC(=O)C1CCN(C(C)C)CC1, predict the reactants needed to synthesize it. The reactants are: CC(=O)O[BH-](OC(C)=O)OC(C)=O.COC(=O)C1CCNCC1. (2) Given the product NCc1cccc(CN2CCC3(CC2)C(NC2CCCCC2)=NC(=O)N3c2cccc(F)c2)c1, predict the reactants needed to synthesize it. The reactants are: N#Cc1cccc(CN2CCC3(CC2)C(NC2CCCCC2)=NC(=O)N3c2cccc(F)c2)c1. (3) Given the product CCc1nc2c(C(F)(F)F)cccn2c1-c1cccc(Oc2cccc(S(=O)(=O)CCCC#N)c2)c1, predict the reactants needed to synthesize it. The reactants are: CCc1nc2c(C(F)(F)F)cccn2c1-c1cccc(O)c1.N#CCCCS(=O)(=O)c1cccc(Br)c1.